From a dataset of Full USPTO retrosynthesis dataset with 1.9M reactions from patents (1976-2016). Predict the reactants needed to synthesize the given product. (1) Given the product [C:34]([O:23][C:21](=[O:24])[C:22]1[CH:42]=[CH:43][C:38]([C:4]2[C:3](=[O:20])[O:11][C:6]([C:12]3[CH:13]=[C:14]([Cl:19])[CH:15]=[C:16]([Cl:18])[CH:17]=3)([C:7]([F:8])([F:9])[F:10])[CH:5]=2)=[CH:39][C:40]=1[CH3:41])([CH3:35])([CH3:36])[CH3:37], predict the reactants needed to synthesize it. The reactants are: CO[C:3](=[O:20])[C:4]#[C:5][C:6]([C:12]1[CH:17]=[C:16]([Cl:18])[CH:15]=[C:14]([Cl:19])[CH:13]=1)([OH:11])[C:7]([F:10])([F:9])[F:8].[C:21]([OH:24])(=[O:23])[CH3:22].[C:34](P([C:34]([CH3:37])([CH3:36])[CH3:35])[C:34]([CH3:37])([CH3:36])[CH3:35])([CH3:37])([CH3:36])[CH3:35].[CH:38]1(P([CH:38]2[CH2:43][CH2:42][CH2:41][CH2:40][CH2:39]2)[CH:38]2[CH2:43][CH2:42][CH2:41][CH2:40][CH2:39]2)[CH2:43][CH2:42][CH2:41][CH2:40][CH2:39]1. (2) Given the product [CH3:19][O:18][C:14]1[CH:13]=[C:12]([CH:17]=[CH:16][CH:15]=1)[CH2:11][NH:10][C:6]1[C:5]2[N:4]([N:3]=[C:2]([NH:21][C:22]3[CH:27]=[N:26][C:25]([O:28][CH3:29])=[CH:24][CH:23]=3)[N:20]=2)[CH:9]=[CH:8][CH:7]=1, predict the reactants needed to synthesize it. The reactants are: Cl[C:2]1[N:20]=[C:5]2[C:6]([NH:10][CH2:11][C:12]3[CH:17]=[CH:16][CH:15]=[C:14]([O:18][CH3:19])[CH:13]=3)=[CH:7][CH:8]=[CH:9][N:4]2[N:3]=1.[NH2:21][C:22]1[CH:23]=[CH:24][C:25]([O:28][CH3:29])=[N:26][CH:27]=1. (3) Given the product [N:22]([CH2:2][CH2:3][C:4]1[C:12]2[C:7](=[CH:8][C:9]([Cl:14])=[C:10]([CH3:13])[CH:11]=2)[NH:6][C:5]=1[Si:15]([CH2:20][CH3:21])([CH2:18][CH3:19])[CH2:16][CH3:17])=[N+:23]=[N-:24], predict the reactants needed to synthesize it. The reactants are: Br[CH2:2][CH2:3][C:4]1[C:12]2[C:7](=[CH:8][C:9]([Cl:14])=[C:10]([CH3:13])[CH:11]=2)[NH:6][C:5]=1[Si:15]([CH2:20][CH3:21])([CH2:18][CH3:19])[CH2:16][CH3:17].[N-:22]=[N+:23]=[N-:24].[Na+]. (4) Given the product [F:30][C:20]([F:19])([F:29])[CH2:21][CH2:22][S:23]([CH:26]([CH2:6][CH2:5][CH2:4][CH2:3][CH2:2][C:1]#[CH:18])[C:27]#[N:28])(=[O:24])=[O:25], predict the reactants needed to synthesize it. The reactants are: [C:1]1([CH3:18])[CH:6]=[CH:5][C:4](S(OCCCCCC#C)(=O)=O)=[CH:3][CH:2]=1.[F:19][C:20]([F:30])([F:29])[CH2:21][CH2:22][S:23]([CH2:26][C:27]#[N:28])(=[O:25])=[O:24].C(=O)([O-])[O-].[K+].[K+].Cl. (5) Given the product [Cl:8][C:7]1[C:2]([C:9]#[N:10])=[N:3][CH:4]=[CH:5][CH:6]=1, predict the reactants needed to synthesize it. The reactants are: Cl[C:2]1[C:7]([Cl:8])=[CH:6][CH:5]=[CH:4][N:3]=1.[CH3:9][N:10]1C(=O)CCC1.